The task is: Predict the reaction yield, written as a fraction of the theoretical maximum amount of product (1.0 means a 100% yield; for example, 0.34 means a 34% yield).. This data is from Reaction yield outcomes from USPTO patents with 853,638 reactions. (1) The reactants are Cl.[CH3:2][CH:3]1[CH2:8][CH2:7][CH2:6][CH2:5][N:4]1[C:9]1[CH:18]=[CH:17][C:12]([C:13]([O:15]C)=[O:14])=[CH:11][C:10]=1[C:19]([F:22])([F:21])[F:20]. The catalyst is Cl. The product is [CH3:2][CH:3]1[CH2:8][CH2:7][CH2:6][CH2:5][N:4]1[C:9]1[CH:18]=[CH:17][C:12]([C:13]([OH:15])=[O:14])=[CH:11][C:10]=1[C:19]([F:21])([F:20])[F:22]. The yield is 0.850. (2) The reactants are [F:1][C:2]1[CH:3]=[CH:4][C:5]([CH3:19])=[C:6]([C:8]2[CH:17]=[C:16]3[C:11]([CH:12]=[C:13]([NH2:18])[N:14]=[CH:15]3)=[CH:10][CH:9]=2)[CH:7]=1.[CH3:20][S:21](Cl)(=[O:23])=[O:22].O. The catalyst is N1C=CC=CC=1. The product is [F:1][C:2]1[CH:3]=[CH:4][C:5]([CH3:19])=[C:6]([C:8]2[CH:17]=[C:16]3[C:11]([CH:12]=[C:13]([NH:18][S:21]([CH3:20])(=[O:23])=[O:22])[N:14]=[CH:15]3)=[CH:10][CH:9]=2)[CH:7]=1. The yield is 0.410. (3) The reactants are [NH2:1][C:2]1[CH:7]=[CH:6][CH:5]=[CH:4][C:3]=1[NH:8][C:9](=O)[CH2:10][C:11]1[C:19]2[C:14](=[CH:15][C:16]([F:21])=[CH:17][C:18]=2[OH:20])[N:13]([CH2:22][CH3:23])[CH:12]=1. The catalyst is C(O)(=O)C. The product is [NH:8]1[C:3]2[CH:4]=[CH:5][CH:6]=[CH:7][C:2]=2[N:1]=[C:9]1[CH2:10][C:11]1[C:19]2[C:18]([OH:20])=[CH:17][C:16]([F:21])=[CH:15][C:14]=2[N:13]([CH2:22][CH3:23])[CH:12]=1. The yield is 0.239. (4) The reactants are [CH:1]1([O:7][CH:8]([C:10]2[CH:18]=[CH:17][C:13]([C:14]([OH:16])=O)=[CH:12][CH:11]=2)[CH3:9])[CH2:6][CH2:5][CH2:4][CH2:3][CH2:2]1.CN(C(ON1N=NC2C=CC=NC1=2)=[N+](C)C)C.F[P-](F)(F)(F)(F)F.C(N(CC)CC)C.[NH2:50][CH2:51][C:52]1[C:53]([OH:60])=[N:54][C:55]([CH3:59])=[CH:56][C:57]=1[CH3:58]. The catalyst is ClCCl. The product is [CH:1]1([O:7][CH:8]([C:10]2[CH:11]=[CH:12][C:13]([C:14]([NH:50][CH2:51][C:52]3[C:53]([OH:60])=[N:54][C:55]([CH3:59])=[CH:56][C:57]=3[CH3:58])=[O:16])=[CH:17][CH:18]=2)[CH3:9])[CH2:2][CH2:3][CH2:4][CH2:5][CH2:6]1. The yield is 0.600. (5) The reactants are [CH3:1][N:2]([CH3:12])[C:3]1[CH:8]=[CH:7][C:6]([C:9](=[O:11])[CH3:10])=[CH:5][CH:4]=1. The catalyst is CN(C(OC)OC)C.C1(C)C=CC=CC=1.CC(O)=O. The product is [CH3:1][N:2]([CH3:12])/[CH:3]=[CH:10]/[C:9]([C:6]1[CH:7]=[CH:8][C:3]([N:2]([CH3:1])[CH3:12])=[CH:4][CH:5]=1)=[O:11]. The yield is 0.180.